Predict the reaction yield, written as a fraction of the theoretical maximum amount of product (1.0 means a 100% yield; for example, 0.34 means a 34% yield). From a dataset of Reaction yield outcomes from USPTO patents with 853,638 reactions. (1) The reactants are Br[C:2]1[CH:7]=[C:6]([N+:8]([O-:10])=[O:9])[CH:5]=[CH:4][C:3]=1[NH:11][C:12]([CH3:15])([CH3:14])[CH3:13].[C:16]([Si:18]([CH3:21])([CH3:20])[CH3:19])#[CH:17].N#N. The catalyst is CCN(CC)CC.Cl[Pd](Cl)([P](C1C=CC=CC=1)(C1C=CC=CC=1)C1C=CC=CC=1)[P](C1C=CC=CC=1)(C1C=CC=CC=1)C1C=CC=CC=1.[Cu]I. The product is [C:12]([NH:11][C:3]1[CH:4]=[CH:5][C:6]([N+:8]([O-:10])=[O:9])=[CH:7][C:2]=1[C:17]#[C:16][Si:18]([CH3:21])([CH3:20])[CH3:19])([CH3:15])([CH3:14])[CH3:13]. The yield is 0.160. (2) The reactants are [C:1]([C:3]1[CH:8]=[CH:7][CH:6]=[CH:5][C:4]=1[C:9]1[CH:14]=[CH:13][C:12]([CH2:15][CH:16]([C:22](=O)[CH2:23][CH2:24][CH3:25])[C:17](OCC)=[O:18])=[CH:11][CH:10]=1)#[N:2].[O:27]1[CH2:32][CH2:31][CH:30]([NH:33][C:34]2[NH:38][CH:37]=[N:36][N:35]=2)[CH2:29][CH2:28]1. No catalyst specified. The product is [O:18]=[C:17]1[C:16]([CH2:15][C:12]2[CH:13]=[CH:14][C:9]([C:4]3[C:3]([C:1]#[N:2])=[CH:8][CH:7]=[CH:6][CH:5]=3)=[CH:10][CH:11]=2)=[C:22]([CH2:23][CH2:24][CH3:25])[N:35]2[N:36]=[CH:37][N:38]=[C:34]2[N:33]1[CH:30]1[CH2:29][CH2:28][O:27][CH2:32][CH2:31]1. The yield is 0.440. (3) The reactants are Br[C:2]1[C:7]([Br:8])=[CH:6][C:5]([Br:9])=[CH:4][N:3]=1.[I-:10].[Na+].C(#N)CC.Cl[Si](C)(C)C. The product is [I:10][C:2]1[C:7]([Br:8])=[CH:6][C:5]([Br:9])=[CH:4][N:3]=1. The yield is 0.830. The catalyst is [OH-].[Na+]. (4) The reactants are [CH3:1][O:2][C:3]1[CH:4]=[C:5]([C:11]2[S:15][C:14]3=[N:16][CH:17]=[C:18](I)[N:13]3[N:12]=2)[CH:6]=[CH:7][C:8]=1[O:9][CH3:10].[C:20]([O:24][C:25]([N:27]1[CH2:32][CH2:31][N:30]([C:33]2[C:38]([C:39]([F:42])([F:41])[F:40])=[CH:37][C:36](B3OC(C)(C)C(C)(C)O3)=[CH:35][N:34]=2)[CH2:29][CH2:28]1)=[O:26])([CH3:23])([CH3:22])[CH3:21].C([O-])([O-])=O.[Na+].[Na+]. The catalyst is O1CCOCC1. The product is [C:20]([O:24][C:25]([N:27]1[CH2:28][CH2:29][N:30]([C:33]2[C:38]([C:39]([F:42])([F:40])[F:41])=[CH:37][C:36]([C:18]3[N:13]4[C:14]([S:15][C:11]([C:5]5[CH:6]=[CH:7][C:8]([O:9][CH3:10])=[C:3]([O:2][CH3:1])[CH:4]=5)=[N:12]4)=[N:16][CH:17]=3)=[CH:35][N:34]=2)[CH2:31][CH2:32]1)=[O:26])([CH3:23])([CH3:21])[CH3:22]. The yield is 0.560. (5) The reactants are [Br:1][C:2]1[CH:3]=[CH:4][C:5]([F:31])=[C:6]([C@:8]([NH:19][CH2:20][C:21]2[CH:26]=[CH:25][C:24]([O:27][CH3:28])=[CH:23][C:22]=2[O:29][CH3:30])([CH3:18])[CH2:9][S:10][C:11]2([C:15]([OH:17])=O)[CH2:14][CH2:13][CH2:12]2)[CH:7]=1.C(N(C(C)C)CC)(C)C.CCCP1(OP(CCC)(=O)OP(CCC)(=O)O1)=O. The catalyst is C(OCC)(=O)C. The product is [Br:1][C:2]1[CH:3]=[CH:4][C:5]([F:31])=[C:6]([C@@:8]2([CH3:18])[N:19]([CH2:20][C:21]3[CH:26]=[CH:25][C:24]([O:27][CH3:28])=[CH:23][C:22]=3[O:29][CH3:30])[C:15](=[O:17])[C:11]3([CH2:14][CH2:13][CH2:12]3)[S:10][CH2:9]2)[CH:7]=1. The yield is 1.01. (6) The reactants are C[O:2][C:3]([C:5]1[C:6]2[CH:20]=[N:19][N:18]([CH:21]3[CH2:26][CH2:25][CH2:24][CH2:23][O:22]3)[C:7]=2[N:8]=[C:9]([C:11]2[CH:16]=[CH:15][C:14]([OH:17])=[CH:13][CH:12]=2)[CH:10]=1)=[O:4].C(O)(=O)C. The catalyst is C(O)(C)C.[OH-].[Na+]. The product is [OH:17][C:14]1[CH:15]=[CH:16][C:11]([C:9]2[CH:10]=[C:5]([C:3]([OH:4])=[O:2])[C:6]3[CH:20]=[N:19][N:18]([CH:21]4[CH2:26][CH2:25][CH2:24][CH2:23][O:22]4)[C:7]=3[N:8]=2)=[CH:12][CH:13]=1. The yield is 0.930. (7) The reactants are [C:1]([C:3]1[CH:12]=[CH:11][C:6]([C:7](OC)=[O:8])=[C:5]([CH3:13])[CH:4]=1)#[N:2].C1COCC1.[Cl-].[Cl-].[Ca+2].[BH4-].[Na+]. The catalyst is O.C(O)C. The product is [OH:8][CH2:7][C:6]1[CH:11]=[CH:12][C:3]([C:1]#[N:2])=[CH:4][C:5]=1[CH3:13]. The yield is 0.620. (8) The reactants are [F:1][C:2]([F:15])([F:14])[S:3]([O:6]S(C(F)(F)F)(=O)=O)(=[O:5])=[O:4].[CH3:16][O:17][C:18]1[CH:19]=[C:20](O)[C:21]2[C:26]([CH:27]=1)=[CH:25][CH:24]=[CH:23][CH:22]=2.CCN(CC)CC. The catalyst is ClCCl. The product is [F:1][C:2]([F:15])([F:14])[S:3]([O:6][C:20]1[C:21]2[C:26](=[CH:25][CH:24]=[CH:23][CH:22]=2)[CH:27]=[C:18]([O:17][CH3:16])[CH:19]=1)(=[O:5])=[O:4]. The yield is 0.740. (9) The reactants are [N+:1]([C:4]1[CH:8]=[C:7]([C:9](O)=[O:10])[NH:6][N:5]=1)([O-:3])=[O:2]. The catalyst is C1COCC1. The product is [N+:1]([C:4]1[CH:8]=[C:7]([CH2:9][OH:10])[NH:6][N:5]=1)([O-:3])=[O:2]. The yield is 0.940.